This data is from Full USPTO retrosynthesis dataset with 1.9M reactions from patents (1976-2016). The task is: Predict the reactants needed to synthesize the given product. (1) Given the product [F:1][C:2]1[CH:7]=[CH:6][C:5]([N:8]2[C:12]([C:13]3[N:14]=[CH:15][N:16]([C:20]4[CH:25]=[CH:24][C:23]([C:26]([F:29])([F:28])[F:27])=[CH:22][N:21]=4)[CH:17]=3)=[C:11]([CH3:18])[N:10]=[N:9]2)=[CH:4][CH:3]=1, predict the reactants needed to synthesize it. The reactants are: [F:1][C:2]1[CH:7]=[CH:6][C:5]([N:8]2[C:12]([C:13]3[N:14]=[CH:15][NH:16][CH:17]=3)=[C:11]([CH3:18])[N:10]=[N:9]2)=[CH:4][CH:3]=1.Cl[C:20]1[CH:25]=[CH:24][C:23]([C:26]([F:29])([F:28])[F:27])=[CH:22][N:21]=1.C(=O)([O-])[O-].[K+].[K+].O. (2) Given the product [CH:4]1([O:5][C:6]2[N:11]=[CH:10][N:9]=[C:8]([NH2:12])[CH:7]=2)[CH2:1][CH2:3][CH2:2][CH2:13]1, predict the reactants needed to synthesize it. The reactants are: [CH:1]1([CH2:4][O:5][C:6]2[N:11]=[CH:10][N:9]=[C:8]([NH2:12])[CH:7]=2)[CH2:3][CH2:2]1.[CH:13]1(O)CCCC1. (3) Given the product [F:1][C:2]1[CH:7]=[C:6]([F:8])[CH:5]=[CH:4][C:3]=1[C:9]1[N:10]=[C:11]2[C:16]([CH2:17][CH3:18])=[N:15][CH:14]=[CH:13][N:12]2[C:19]=1[C:20]1[CH:25]=[CH:24][N:23]=[C:22]([NH:30][CH2:31][C:32]([CH3:35])([OH:34])[CH3:33])[N:21]=1, predict the reactants needed to synthesize it. The reactants are: [F:1][C:2]1[CH:7]=[C:6]([F:8])[CH:5]=[CH:4][C:3]=1[C:9]1[N:10]=[C:11]2[C:16]([CH2:17][CH3:18])=[N:15][CH:14]=[CH:13][N:12]2[C:19]=1[C:20]1[CH:25]=[CH:24][N:23]=[C:22](S(C)(=O)=O)[N:21]=1.[NH2:30][CH2:31][C:32]([CH3:35])([OH:34])[CH3:33]. (4) Given the product [NH2:53][C:49]1[CH:48]=[C:47]([O:46][C:45]2[CH:44]=[CH:43][C:42]([NH:62][C:8]([C:7]3[C:2](=[O:1])[N:3]([C:11]4[CH:16]=[CH:15][CH:14]=[CH:13][CH:12]=4)[CH:4]=[CH:5][CH:6]=3)=[O:10])=[CH:41][C:40]=2[F:39])[CH:52]=[CH:51][N:50]=1, predict the reactants needed to synthesize it. The reactants are: [O:1]=[C:2]1[C:7]([C:8]([OH:10])=O)=[CH:6][CH:5]=[CH:4][N:3]1[C:11]1[CH:16]=[CH:15][CH:14]=[CH:13][CH:12]=1.C1C=CC2N(O)N=NC=2C=1.CCN=C=NCCCN(C)C.Cl.[F:39][C:40]1[CH:41]=[C:42]([NH:62]C(=O)CC(NC2C=CC(F)=CC=2)=O)[CH:43]=[CH:44][C:45]=1[O:46][C:47]1[CH:52]=[CH:51][N:50]=[C:49]([NH:53]CCN2CCOCC2)[CH:48]=1. (5) The reactants are: [CH3:1][C:2]1[CH:7]=[C:6]([CH3:8])[N:5]=[C:4]([NH:9][C:10](=[O:18])OC2C=CC=CC=2)[CH:3]=1.FC1C=CC(CN2C=C(NC([N:33]3[CH2:38][CH2:37][O:36][CH:35]([CH2:39][OH:40])[CH2:34]3)=O)C=N2)=CC=1. Given the product [CH3:1][C:2]1[CH:7]=[C:6]([CH3:8])[N:5]=[C:4]([NH:9][C:10]([N:33]2[CH2:38][CH2:37][O:36][CH:35]([CH2:39][OH:40])[CH2:34]2)=[O:18])[CH:3]=1, predict the reactants needed to synthesize it.